This data is from Full USPTO retrosynthesis dataset with 1.9M reactions from patents (1976-2016). The task is: Predict the reactants needed to synthesize the given product. (1) Given the product [O:44]=[C:17]1[C:16](=[CH:15][NH:62][C:59]2[CH:58]=[CH:57][C:56]([CH2:55][N:50]3[CH2:54][CH2:53][CH2:52][CH2:51]3)=[CH:61][CH:60]=2)[C:24]2[C:19](=[CH:20][C:21]([C:25]([C:27]3[CH:28]=[C:29]([NH:33][C:34]([C:36]4[C:40]([Cl:41])=[CH:39][N:38]([CH2:42][CH3:43])[N:37]=4)=[O:35])[CH:30]=[CH:31][CH:32]=3)=[O:26])=[CH:22][CH:23]=2)[NH:18]1, predict the reactants needed to synthesize it. The reactants are: CN1CCN(C2C=CC(N[CH:15]=[C:16]3[C:24]4[C:19](=[CH:20][C:21]([C:25]([C:27]5[CH:28]=[C:29]([NH:33][C:34]([C:36]6[C:40]([Cl:41])=[CH:39][N:38]([CH2:42][CH3:43])[N:37]=6)=[O:35])[CH:30]=[CH:31][CH:32]=5)=[O:26])=[CH:22][CH:23]=4)[NH:18][C:17]3=[O:44])=CC=2)CC1.C1COCC1.[N:50]1([CH2:55][C:56]2[CH:61]=[CH:60][C:59]([NH2:62])=[CH:58][CH:57]=2)[CH2:54][CH2:53][CH2:52][CH2:51]1. (2) Given the product [O:23]=[C:10]1[N:9]([C:13]([O:15][C:16]([CH3:17])([CH3:18])[CH3:19])=[O:14])[CH2:8][CH2:7][C:6]2[N:5]=[CH:4][C:3]([C:2]([F:20])([F:1])[F:21])=[CH:12][C:11]1=2, predict the reactants needed to synthesize it. The reactants are: [F:1][C:2]([F:21])([F:20])[C:3]1[CH:4]=[N:5][C:6]2[CH2:7][CH2:8][N:9]([C:13]([O:15][C:16]([CH3:19])([CH3:18])[CH3:17])=[O:14])[CH2:10][C:11]=2[CH:12]=1.I([O-])(=O)(=O)=[O:23].[Na+]. (3) Given the product [N+:8]([C:5]1[N:6]=[CH:7][C:2]([N:14]2[CH2:15][CH2:16][NH:11][C:12](=[O:17])[CH2:13]2)=[CH:3][CH:4]=1)([O-:10])=[O:9], predict the reactants needed to synthesize it. The reactants are: Br[C:2]1[CH:3]=[CH:4][C:5]([N+:8]([O-:10])=[O:9])=[N:6][CH:7]=1.[NH:11]1[CH2:16][CH2:15][NH:14][CH2:13][C:12]1=[O:17].CCN(C(C)C)C(C)C. (4) Given the product [CH3:32][N:31]([CH2:30][C:29]1[N:23]=[C:22]([C:19]2[CH:20]=[C:21]3[C:16](=[CH:17][CH:18]=2)[NH:15][N:14]=[C:13]3[C:9]2[CH:8]=[C:7]([C:5]([NH:4][CH:1]3[CH2:2][CH2:3]3)=[O:6])[CH:12]=[CH:11][CH:10]=2)[NH:27][N:28]=1)[CH3:33], predict the reactants needed to synthesize it. The reactants are: [CH:1]1([NH:4][C:5]([C:7]2[CH:12]=[CH:11][CH:10]=[C:9]([C:13]3[C:21]4[C:16](=[CH:17][CH:18]=[C:19]([CH:22]=[N:23]OCC)[CH:20]=4)[NH:15][N:14]=3)[CH:8]=2)=[O:6])[CH2:3][CH2:2]1.[NH2:27][NH:28][C:29](=O)[CH2:30][N:31]([CH3:33])[CH3:32].C[O-].[Na+].